Dataset: Full USPTO retrosynthesis dataset with 1.9M reactions from patents (1976-2016). Task: Predict the reactants needed to synthesize the given product. (1) The reactants are: [CH3:1][C:2]1[CH:7]=[CH:6][C:5]([S:8]([O:11][CH2:12][CH:13]2[CH2:17][C:16]3[CH:18]=[C:19]([F:23])[CH:20]=[C:21](Br)[C:15]=3[O:14]2)(=[O:10])=[O:9])=[CH:4][CH:3]=1.[CH3:24][C:25]1[CH:30]=[CH:29][CH:28]=[CH:27][C:26]=1B(O)O.C(=O)([O-])[O-].[K+].[K+].CC1C=CC(S(OCC2CC3C(C4C=CC=CC=4)=CC=CC=3O2)(=O)=O)=CC=1. Given the product [CH3:1][C:2]1[CH:7]=[CH:6][C:5]([S:8]([O:11][CH2:12][CH:13]2[CH2:17][C:16]3[CH:18]=[C:19]([F:23])[CH:20]=[C:21]([C:26]4[CH:27]=[CH:28][CH:29]=[CH:30][C:25]=4[CH3:24])[C:15]=3[O:14]2)(=[O:10])=[O:9])=[CH:4][CH:3]=1, predict the reactants needed to synthesize it. (2) Given the product [CH:10]1([N:15]2[CH2:16][CH2:17][N:18]([C:2]3[CH:7]=[C:6]([CH:5]=[CH:4][N:3]=3)[C:8]#[N:9])[CH2:19][CH2:20]2)[CH2:11][CH2:12][CH2:13][CH2:14]1, predict the reactants needed to synthesize it. The reactants are: Cl[C:2]1[CH:7]=[C:6]([C:8]#[N:9])[CH:5]=[CH:4][N:3]=1.[CH:10]1([N:15]2[CH2:20][CH2:19][NH:18][CH2:17][CH2:16]2)[CH2:14][CH2:13][CH2:12][CH2:11]1. (3) Given the product [F:22][C:17]1[CH:16]=[C:15]([CH:20]=[CH:19][C:18]=1[F:21])[O:14][C:10]1[N:9]=[CH:8][C:7]([CH2:6][C:24]#[N:28])=[CH:12][C:11]=1[F:13], predict the reactants needed to synthesize it. The reactants are: CS(O[CH2:6][C:7]1[CH:8]=[N:9][C:10]([O:14][C:15]2[CH:20]=[CH:19][C:18]([F:21])=[C:17]([F:22])[CH:16]=2)=[C:11]([F:13])[CH:12]=1)(=O)=O.[F-].[CH2:24]([N+:28](CCCC)(CCCC)CCCC)CCC.C[Si](C#N)(C)C. (4) Given the product [C:1]1([CH2:7][CH2:8][CH2:9][NH:10][C:11]([NH:13][CH2:14][C:15]2[CH:20]=[CH:19][CH:18]=[CH:17][N:16]=2)=[O:12])[CH:6]=[CH:5][CH:4]=[CH:3][CH:2]=1, predict the reactants needed to synthesize it. The reactants are: [C:1]1([CH2:7][CH2:8][CH2:9][N:10]=[C:11]=[O:12])[CH:6]=[CH:5][CH:4]=[CH:3][CH:2]=1.[NH2:13][CH2:14][C:15]1[CH:20]=[CH:19][CH:18]=[CH:17][N:16]=1. (5) Given the product [CH3:1][C:2]([C:8]1[CH:13]=[CH:12][CH:11]=[CH:10][CH:9]=1)([CH3:7])[CH2:3][C:4]([NH2:15])=[O:5], predict the reactants needed to synthesize it. The reactants are: [CH3:1][C:2]([C:8]1[CH:13]=[CH:12][CH:11]=[CH:10][CH:9]=1)([CH3:7])[CH2:3][C:4](O)=[O:5].C[N:15](C=O)C.C(Cl)(=O)C(Cl)=O.